Regression. Given two drug SMILES strings and cell line genomic features, predict the synergy score measuring deviation from expected non-interaction effect. From a dataset of NCI-60 drug combinations with 297,098 pairs across 59 cell lines. (1) Drug 1: CC1C(C(CC(O1)OC2CC(CC3=C2C(=C4C(=C3O)C(=O)C5=C(C4=O)C(=CC=C5)OC)O)(C(=O)C)O)N)O.Cl. Drug 2: CN(CCCl)CCCl.Cl. Cell line: UACC62. Synergy scores: CSS=6.93, Synergy_ZIP=-6.21, Synergy_Bliss=-5.49, Synergy_Loewe=-8.16, Synergy_HSA=-6.29. (2) Drug 1: CC1=C(C(=CC=C1)Cl)NC(=O)C2=CN=C(S2)NC3=CC(=NC(=N3)C)N4CCN(CC4)CCO. Drug 2: COC1=C2C(=CC3=C1OC=C3)C=CC(=O)O2. Cell line: UO-31. Synergy scores: CSS=10.7, Synergy_ZIP=-2.21, Synergy_Bliss=0.559, Synergy_Loewe=-67.7, Synergy_HSA=-2.35. (3) Cell line: SF-295. Synergy scores: CSS=36.3, Synergy_ZIP=-1.45, Synergy_Bliss=-3.22, Synergy_Loewe=-16.9, Synergy_HSA=-2.30. Drug 1: CC(C)NC(=O)C1=CC=C(C=C1)CNNC.Cl. Drug 2: CC1C(C(CC(O1)OC2CC(CC3=C2C(=C4C(=C3O)C(=O)C5=C(C4=O)C(=CC=C5)OC)O)(C(=O)CO)O)N)O.Cl. (4) Drug 1: CN1CCC(CC1)COC2=C(C=C3C(=C2)N=CN=C3NC4=C(C=C(C=C4)Br)F)OC. Drug 2: C1CCC(CC1)NC(=O)N(CCCl)N=O. Cell line: SK-OV-3. Synergy scores: CSS=29.7, Synergy_ZIP=-1.96, Synergy_Bliss=6.14, Synergy_Loewe=-4.30, Synergy_HSA=7.29. (5) Drug 1: C1=C(C(=O)NC(=O)N1)F. Drug 2: CC=C1C(=O)NC(C(=O)OC2CC(=O)NC(C(=O)NC(CSSCCC=C2)C(=O)N1)C(C)C)C(C)C. Cell line: NCI/ADR-RES. Synergy scores: CSS=32.3, Synergy_ZIP=-5.32, Synergy_Bliss=-5.56, Synergy_Loewe=-4.66, Synergy_HSA=-4.80. (6) Drug 1: CC12CCC(CC1=CCC3C2CCC4(C3CC=C4C5=CN=CC=C5)C)O. Drug 2: C1CCC(CC1)NC(=O)N(CCCl)N=O. Cell line: IGROV1. Synergy scores: CSS=28.3, Synergy_ZIP=-1.51, Synergy_Bliss=0.441, Synergy_Loewe=1.15, Synergy_HSA=1.97.